From a dataset of Full USPTO retrosynthesis dataset with 1.9M reactions from patents (1976-2016). Predict the reactants needed to synthesize the given product. (1) The reactants are: [Cl:1][C:2]1[CH:19]=[CH:18][CH:17]=[CH:16][C:3]=1[O:4][CH2:5][C:6]1[O:10][N:9]=[C:8]([C:11]([O:13]CC)=[O:12])[CH:7]=1.C(O)C.[OH-].[Li+]. Given the product [Cl:1][C:2]1[CH:19]=[CH:18][CH:17]=[CH:16][C:3]=1[O:4][CH2:5][C:6]1[O:10][N:9]=[C:8]([C:11]([OH:13])=[O:12])[CH:7]=1, predict the reactants needed to synthesize it. (2) Given the product [Cl:1][C:2]1[CH:7]=[CH:6][C:5]([O:8][CH2:14][C:15]2[CH:24]=[CH:23][C:22]3[C:17](=[CH:18][CH:19]=[CH:20][CH:21]=3)[N:16]=2)=[CH:4][C:3]=1[N+:9]([O-:11])=[O:10], predict the reactants needed to synthesize it. The reactants are: [Cl:1][C:2]1[CH:7]=[CH:6][C:5]([OH:8])=[CH:4][C:3]=1[N+:9]([O-:11])=[O:10].Cl.Cl[CH2:14][C:15]1[CH:24]=[CH:23][C:22]2[C:17](=[CH:18][CH:19]=[CH:20][CH:21]=2)[N:16]=1. (3) The reactants are: C[O:2]C1C(OC)=CC2N(C)C(=O)CN=C(C3C=C(C=CC=3)C#N)C=2C=1.[CH3:26][O:27][C:28]1[C:29]([O:55][CH3:56])=[CH:30][C:31]2[N:37]([CH3:38])[C:36](=[O:39])[CH2:35][N:34]=[C:33]([C:40]3[CH:41]=[C:42]([CH:45]=[CH:46][CH:47]=3)[C:43]#[N:44])[C:32]=2[C:48]=1[C:49]1[CH:54]=[CH:53][CH:52]=[CH:51][CH:50]=1. Given the product [CH3:26][O:27][C:28]1[C:29]([O:55][CH3:56])=[CH:30][C:31]2[N:37]([CH3:38])[C:36](=[O:39])[CH2:35][N:34]=[C:33]([C:40]3[CH:41]=[C:42]([CH:45]=[CH:46][CH:47]=3)[C:43]([NH2:44])=[O:2])[C:32]=2[C:48]=1[C:49]1[CH:54]=[CH:53][CH:52]=[CH:51][CH:50]=1, predict the reactants needed to synthesize it. (4) Given the product [C:2]([C:4]1[C:5]([N:15]2[CH:19]=[CH:18][N:17]=[CH:16]2)=[N:6][C:7]([CH3:14])=[N:8][C:9]=1[C:10]([F:11])([F:13])[F:12])#[CH:3], predict the reactants needed to synthesize it. The reactants are: Cl[C:2]([C:4]1[C:5]([N:15]2[CH:19]=[CH:18][N:17]=[CH:16]2)=[N:6][C:7]([CH3:14])=[N:8][C:9]=1[C:10]([F:13])([F:12])[F:11])=[CH2:3].N12CCCN=C1CCCCC2.O. (5) Given the product [O:9]=[C:8]1[NH:7][C:6]2[CH:10]=[CH:11][CH:12]=[CH:13][C:5]=2[NH:4][C:3](=[O:14])[CH:2]1[NH:1][C:22](=[O:26])[CH:23]([CH3:25])[CH3:24], predict the reactants needed to synthesize it. The reactants are: [NH2:1][CH:2]1[C:8](=[O:9])[NH:7][C:6]2[CH:10]=[CH:11][CH:12]=[CH:13][C:5]=2[NH:4][C:3]1=[O:14].C(N(CC)CC)C.[C:22](Cl)(=[O:26])[CH:23]([CH3:25])[CH3:24].O. (6) The reactants are: ON1C2C=CC=CC=2N=N1.Cl.C(N=C=NCCCN(C)C)C.[C:23]([O:27][C:28]([N:30]1[CH2:35][CH2:34][O:33][C@@H:32]([C:36]([OH:38])=O)[CH2:31]1)=[O:29])([CH3:26])([CH3:25])[CH3:24].Cl.[CH3:40][O:41][C:42]1[CH:52]=[CH:51][C:45]([CH2:46][NH:47][CH:48]2[CH2:50][CH2:49]2)=[CH:44][C:43]=1[O:53][CH2:54][CH2:55][CH2:56][O:57][CH3:58]. Given the product [CH:48]1([N:47]([CH2:46][C:45]2[CH:51]=[CH:52][C:42]([O:41][CH3:40])=[C:43]([O:53][CH2:54][CH2:55][CH2:56][O:57][CH3:58])[CH:44]=2)[C:36]([C@@H:32]2[O:33][CH2:34][CH2:35][N:30]([C:28]([O:27][C:23]([CH3:24])([CH3:25])[CH3:26])=[O:29])[CH2:31]2)=[O:38])[CH2:49][CH2:50]1, predict the reactants needed to synthesize it. (7) The reactants are: C(N(CC)CC)C.I[C:9]1[CH:18]=[CH:17][C:16]2[NH:15][C:14](=[O:19])[C:13]3[NH:20][CH:21]=[CH:22][C:12]=3[C:11]=2[CH:10]=1.[CH2:23]([C:25]([O-:27])=[O:26])[CH3:24].[CH3:28][C:29]([OH:33])([C:31]#[CH:32])[CH3:30]. Given the product [OH:33][C:29]([CH3:30])([CH3:28])[C:31]#[C:32][C:9]1[CH:18]=[CH:17][C:16]2[NH:15][C:14](=[O:19])[C:13]3[NH:20][CH:21]=[CH:22][C:12]=3[C:11]=2[CH:10]=1.[CH2:23]([C:25]([O-:27])=[O:26])[CH3:24], predict the reactants needed to synthesize it. (8) Given the product [CH2:12]([N:19]1[CH2:24][CH2:23][N:22]([CH2:2][CH:3]2[CH2:5][O:4]2)[CH2:21][CH2:20]1)[C:13]1[CH:14]=[CH:15][CH:16]=[CH:17][CH:18]=1, predict the reactants needed to synthesize it. The reactants are: Br[CH2:2][CH:3]1[CH2:5][O:4]1.C([O-])([O-])=O.[K+].[K+].[CH2:12]([N:19]1[CH2:24][CH2:23][NH:22][CH2:21][CH2:20]1)[C:13]1[CH:18]=[CH:17][CH:16]=[CH:15][CH:14]=1.C(Cl)Cl.CO.